Dataset: Forward reaction prediction with 1.9M reactions from USPTO patents (1976-2016). Task: Predict the product of the given reaction. (1) The product is: [C:16]([C:14]1[CH:13]=[C:12]([C:20](=[O:22])[NH2:21])[C:11]([O:23][CH3:24])=[C:10]([NH:9][C:8](=[O:25])[NH:26][C:27]2[C:36]3[C:31](=[CH:32][CH:33]=[CH:34][CH:35]=3)[C:30]([O:37][C:38]3[CH:43]=[CH:42][N:41]=[C:40]([NH:44][C:45]4[CH:46]=[C:47]([CH:61]=[C:62]([C:64]#[CH:65])[CH:63]=4)[C:48]([NH:50][CH2:51][CH2:52][O:53][CH2:54][CH2:55][O:56][CH2:57][CH2:58][O:59][CH3:60])=[O:49])[CH:39]=3)=[CH:29][CH:28]=2)[CH:15]=1)([CH3:17])([CH3:18])[CH3:19]. Given the reactants C1(O[C:8](=[O:25])[NH:9][C:10]2[CH:15]=[C:14]([C:16]([CH3:19])([CH3:18])[CH3:17])[CH:13]=[C:12]([C:20](=[O:22])[NH2:21])[C:11]=2[O:23][CH3:24])C=CC=CC=1.[NH2:26][C:27]1[C:36]2[C:31](=[CH:32][CH:33]=[CH:34][CH:35]=2)[C:30]([O:37][C:38]2[CH:43]=[CH:42][N:41]=[C:40]([NH:44][C:45]3[CH:46]=[C:47]([CH:61]=[C:62]([C:64]#[CH:65])[CH:63]=3)[C:48]([NH:50][CH2:51][CH2:52][O:53][CH2:54][CH2:55][O:56][CH2:57][CH2:58][O:59][CH3:60])=[O:49])[CH:39]=2)=[CH:29][CH:28]=1.CCN(CC)CC, predict the reaction product. (2) Given the reactants Cl.C([O:4][C:5](=[O:9])[CH2:6][CH2:7][NH2:8])C.[CH2:10]([C:12]1[CH:21]=[C:20]([C:22]2[N:26]=[C:25]([C:27]3[CH:32]=[C:31]([CH3:33])[C:30]([CH2:34][CH:35]([CH3:37])[CH3:36])=[CH:29][N:28]=3)[O:24][N:23]=2)[CH:19]=[C:18]([CH3:38])[C:13]=1[O:14][CH2:15][CH2:16]N)[CH3:11].C(N(CC)CC)C, predict the reaction product. The product is: [CH2:10]([C:12]1[CH:21]=[C:20]([C:22]2[N:26]=[C:25]([C:27]3[CH:32]=[C:31]([CH3:33])[C:30]([CH2:34][CH:35]([CH3:36])[CH3:37])=[CH:29][N:28]=3)[O:24][N:23]=2)[CH:19]=[C:18]([CH3:38])[C:13]=1[O:14][CH2:15][CH2:16][NH:8][CH2:7][CH2:6][C:5]([OH:4])=[O:9])[CH3:11]. (3) Given the reactants C(O[C:6]([N:8]1[CH2:12][C:11](=[N:13][O:14][CH3:15])[CH2:10][C@H:9]1[C:16]([OH:18])=O)=[O:7])(C)(C)C.O[N:20]=[C:21]([NH2:23])[CH3:22].[Cl:24][C:25]1[CH:30]=[CH:29][CH:28]=[CH:27][C:26]=1[C:31]1[CH:36]=[CH:35][C:34](C(O)=O)=[CH:33][CH:32]=1.CC1C=CC=CC=1C1C=CC(C(O)=O)=CC=1, predict the reaction product. The product is: [CH3:15][O:14][N:13]=[C:11]1[CH2:10][C@@H:9]([C:16]2[O:18][N:23]=[C:21]([CH3:22])[N:20]=2)[N:8]([C:6]([C:34]2[CH:33]=[CH:32][C:31]([C:26]3[CH:27]=[CH:28][CH:29]=[CH:30][C:25]=3[Cl:24])=[CH:36][CH:35]=2)=[O:7])[CH2:12]1. (4) Given the reactants [CH:1]1([N:6]2[C:11]3=[N:12][C:13](S(C)=O)=[N:14][CH:15]=[C:10]3[CH2:9][N:8]([C:19]3[C:24]([F:25])=[C:23]([O:26][CH3:27])[CH:22]=[C:21]([O:28][CH3:29])[C:20]=3[F:30])[C:7]2=[O:31])[CH2:5][CH2:4][CH2:3][CH2:2]1.[NH2:32][CH2:33][CH2:34][O:35][CH2:36][CH2:37][OH:38], predict the reaction product. The product is: [CH:1]1([N:6]2[C:11]3=[N:12][C:13]([NH:32][CH2:33][CH2:34][O:35][CH2:36][CH2:37][OH:38])=[N:14][CH:15]=[C:10]3[CH2:9][N:8]([C:19]3[C:24]([F:25])=[C:23]([O:26][CH3:27])[CH:22]=[C:21]([O:28][CH3:29])[C:20]=3[F:30])[C:7]2=[O:31])[CH2:5][CH2:4][CH2:3][CH2:2]1.